Dataset: Full USPTO retrosynthesis dataset with 1.9M reactions from patents (1976-2016). Task: Predict the reactants needed to synthesize the given product. (1) Given the product [O:22]([CH2:21][CH2:20][CH2:19][CH2:18][CH2:17][CH2:16][CH2:15][CH:36]([OH:37])[CH2:35][CH2:34][C:33]#[C:32][Si:31]([CH3:39])([CH3:38])[CH3:30])[Si:23]([C:26]([CH3:29])([CH3:28])[CH3:27])([CH3:25])[CH3:24], predict the reactants needed to synthesize it. The reactants are: C#CCCCC(O)CCCCCC.Br[CH2:15][CH2:16][CH2:17][CH2:18][CH2:19][CH2:20][CH2:21][O:22][Si:23]([C:26]([CH3:29])([CH3:28])[CH3:27])([CH3:25])[CH3:24].[CH3:30][Si:31]([CH3:39])([CH3:38])[C:32]#[C:33][CH2:34][CH2:35][CH:36]=[O:37].[Mg]. (2) The reactants are: [F:1][C:2]1[CH:7]=[CH:6][CH:5]=[CH:4][C:3]=1[C:8]1[CH:9]=[C:10]([CH2:23][N:24](C)[C:25](=O)OC(C)(C)C)[S:11][C:12]=1[S:13]([C:15]1[CH:20]=[CH:19][CH:18]=[C:17]([O:21][CH3:22])[CH:16]=1)=[O:14].[C:33]([O:36]CC)(=[O:35])[CH3:34].Cl.[C:40]([O:43]CC)(=[O:42])[CH3:41]. Given the product [C:40]([OH:43])(=[O:42])/[CH:41]=[CH:34]/[C:33]([OH:36])=[O:35].[F:1][C:2]1[CH:7]=[CH:6][CH:5]=[CH:4][C:3]=1[C:8]1[CH:9]=[C:10]([CH2:23][NH:24][CH3:25])[S:11][C:12]=1[S:13]([C:15]1[CH:20]=[CH:19][CH:18]=[C:17]([O:21][CH3:22])[CH:16]=1)=[O:14], predict the reactants needed to synthesize it.